This data is from Forward reaction prediction with 1.9M reactions from USPTO patents (1976-2016). The task is: Predict the product of the given reaction. (1) Given the reactants [NH2:1][C@H:2]([C:13]1[N:18]([C:19]2[CH:24]=[C:23]([F:25])[CH:22]=[C:21]([F:26])[CH:20]=2)[C:17](=[O:27])[C:16]2=[C:28]([C:31]#[N:32])[CH:29]=[CH:30][N:15]2[N:14]=1)[CH2:3][CH2:4][O:5][CH2:6][C:7]1[CH:12]=[CH:11][CH:10]=[CH:9][CH:8]=1.[NH2:33][C:34]1[C:39]([C:40]#[N:41])=[C:38](Cl)[N:37]=[CH:36][N:35]=1.C(N(CC)C(C)C)(C)C, predict the reaction product. The product is: [NH2:33][C:34]1[N:35]=[CH:36][N:37]=[C:38]([NH:1][C@H:2]([C:13]2[N:18]([C:19]3[CH:20]=[C:21]([F:26])[CH:22]=[C:23]([F:25])[CH:24]=3)[C:17](=[O:27])[C:16]3=[C:28]([C:31]#[N:32])[CH:29]=[CH:30][N:15]3[N:14]=2)[CH2:3][CH2:4][O:5][CH2:6][C:7]2[CH:8]=[CH:9][CH:10]=[CH:11][CH:12]=2)[C:39]=1[C:40]#[N:41]. (2) Given the reactants [CH2:1]([O:5][C:6]1[CH2:11][CH2:10][CH:9]([CH3:12])[C:8](=[O:13])[CH:7]=1)[CH:2]([CH3:4])[CH3:3].[CH:14]([N-]C(C)C)(C)C.[Li+].ClC[O:24][CH2:25][C:26]1[CH:31]=[CH:30][CH:29]=[CH:28][CH:27]=1, predict the reaction product. The product is: [CH2:25]([O:24][CH2:12][C:9]1([CH3:14])[C:8](=[O:13])[CH:7]=[C:6]([O:5][CH2:1][CH:2]([CH3:4])[CH3:3])[CH2:11][CH2:10]1)[C:26]1[CH:31]=[CH:30][CH:29]=[CH:28][CH:27]=1. (3) Given the reactants [CH3:1][C:2]1[CH:7]=[C:6]([CH3:8])[CH:5]=[C:4]([CH3:9])[C:3]=1[NH:10][C:11]([NH:13][C:14]1[C:15]([C:24]([NH:26][C:27]2([C:33]([O:35]C)=[O:34])[CH2:32][CH2:31][O:30][CH2:29][CH2:28]2)=[O:25])=[CH:16][C:17]2[C:22]([CH:23]=1)=[CH:21][CH:20]=[CH:19][CH:18]=2)=[O:12].Cl, predict the reaction product. The product is: [CH3:1][C:2]1[CH:7]=[C:6]([CH3:8])[CH:5]=[C:4]([CH3:9])[C:3]=1[NH:10][C:11]([NH:13][C:14]1[C:15]([C:24]([NH:26][C:27]2([C:33]([OH:35])=[O:34])[CH2:28][CH2:29][O:30][CH2:31][CH2:32]2)=[O:25])=[CH:16][C:17]2[C:22]([CH:23]=1)=[CH:21][CH:20]=[CH:19][CH:18]=2)=[O:12]. (4) Given the reactants [NH2:1][C:2]1[CH:41]=[CH:40][C:5]([C:6]([C:8]2[N:12]([CH3:13])[C:11]([CH2:14][C:15]([N:17]([C:19]3[CH:24]=[CH:23][C:22]([Cl:25])=[C:21]([CH2:26][O:27][C:28]4[CH:29]=[CH:30][CH:31]=[C:32]5[C:37]=4[N:36]=[C:35]([CH3:38])[CH:34]=[CH:33]5)[C:20]=3[Cl:39])[CH3:18])=[O:16])=[CH:10][CH:9]=2)=[O:7])=[CH:4][CH:3]=1.C(N(C(C)C)CC)(C)C.[C:51](Cl)(=[O:53])[CH3:52], predict the reaction product. The product is: [C:51]([NH:1][C:2]1[CH:41]=[CH:40][C:5]([C:6]([C:8]2[N:12]([CH3:13])[C:11]([CH2:14][C:15]([N:17]([C:19]3[CH:24]=[CH:23][C:22]([Cl:25])=[C:21]([CH2:26][O:27][C:28]4[CH:29]=[CH:30][CH:31]=[C:32]5[C:37]=4[N:36]=[C:35]([CH3:38])[CH:34]=[CH:33]5)[C:20]=3[Cl:39])[CH3:18])=[O:16])=[CH:10][CH:9]=2)=[O:7])=[CH:4][CH:3]=1)(=[O:53])[CH3:52]. (5) Given the reactants [CH:1]([N:4]1[CH2:9][CH2:8][NH:7][C:6](=[O:10])[CH2:5]1)([CH3:3])[CH3:2].[H-].[Na+].Br[CH2:14][C:15]1[N:16]([CH3:41])[C:17]2[C:22]([N:23]=1)=[C:21]([N:24]1[CH2:29][CH2:28][O:27][CH2:26][CH2:25]1)[N:20]=[C:19]([N:30]1[C:34]3[CH:35]=[CH:36][CH:37]=[CH:38][C:33]=3[N:32]=[C:31]1[CH2:39][CH3:40])[N:18]=2, predict the reaction product. The product is: [CH2:39]([C:31]1[N:30]([C:19]2[N:18]=[C:17]3[C:22]([N:23]=[C:15]([CH2:14][N:7]4[CH2:8][CH2:9][N:4]([CH:1]([CH3:3])[CH3:2])[CH2:5][C:6]4=[O:10])[N:16]3[CH3:41])=[C:21]([N:24]3[CH2:29][CH2:28][O:27][CH2:26][CH2:25]3)[N:20]=2)[C:34]2[CH:35]=[CH:36][CH:37]=[CH:38][C:33]=2[N:32]=1)[CH3:40]. (6) Given the reactants I(C1C=CC=CC=1C(O)=O)(=O)=[O:2].[C:13]1(C)[CH:18]=[CH:17][C:16]([S:19][C:20]2C=CC(C)=CC=2)=[CH:15][CH:14]=1, predict the reaction product. The product is: [C:16]1([S:19]([CH3:20])=[O:2])[CH:17]=[CH:18][CH:13]=[CH:14][CH:15]=1. (7) The product is: [NH2:34][C:30]1[CH:29]=[C:28]([S:25]([NH:24][C:22]([C:8]2[N:9]([CH2:12][C:13]3[C:18]([CH3:19])=[CH:17][C:16]([CH3:20])=[CH:15][C:14]=3[CH3:21])[C:10]3[C:6]([CH:7]=2)=[CH:5][CH:4]=[C:3]([C:1]#[N:2])[CH:11]=3)=[O:23])(=[O:27])=[O:26])[CH:33]=[CH:32][CH:31]=1. Given the reactants [C:1]([C:3]1[CH:11]=[C:10]2[C:6]([CH:7]=[C:8]([C:22]([NH:24][S:25]([C:28]3[CH:33]=[CH:32][CH:31]=[C:30]([N+:34]([O-])=O)[CH:29]=3)(=[O:27])=[O:26])=[O:23])[N:9]2[CH2:12][C:13]2[C:18]([CH3:19])=[CH:17][C:16]([CH3:20])=[CH:15][C:14]=2[CH3:21])=[CH:5][CH:4]=1)#[N:2].[H][H], predict the reaction product.